Dataset: Forward reaction prediction with 1.9M reactions from USPTO patents (1976-2016). Task: Predict the product of the given reaction. (1) The product is: [NH2:15][C:13]1[NH:12][N:11]=[C:10]([NH:9][C:5]2[CH:6]=[C:7]([Cl:8])[C:2]([C:25]3[CH:30]=[CH:29][C:28]([S:31]([NH2:34])(=[O:33])=[O:32])=[CH:27][CH:26]=3)=[C:3]([Cl:16])[CH:4]=2)[N:14]=1. Given the reactants Br[C:2]1[C:7]([Cl:8])=[CH:6][C:5]([NH:9][C:10]2[N:14]=[C:13]([NH2:15])[NH:12][N:11]=2)=[CH:4][C:3]=1[Cl:16].CC1(C)C(C)(C)OB([C:25]2[CH:30]=[CH:29][C:28]([S:31]([NH2:34])(=[O:33])=[O:32])=[CH:27][CH:26]=2)O1, predict the reaction product. (2) Given the reactants [C:9](O[C:9]([O:11][C:12]([CH3:15])([CH3:14])[CH3:13])=[O:10])([O:11][C:12]([CH3:15])([CH3:14])[CH3:13])=[O:10].[Si:16]([O:23][CH2:24][C:25]1[N:29]2[C:30](=[O:39])[N:31]([CH:33]3[CH2:38][CH2:37][NH:36][CH2:35][CH2:34]3)[CH2:32][C:28]2=[CH:27][N:26]=1)([C:19]([CH3:22])([CH3:21])[CH3:20])([CH3:18])[CH3:17], predict the reaction product. The product is: [Si:16]([O:23][CH2:24][C:25]1[N:29]2[C:30](=[O:39])[N:31]([CH:33]3[CH2:38][CH2:37][N:36]([C:9]([O:11][C:12]([CH3:13])([CH3:14])[CH3:15])=[O:10])[CH2:35][CH2:34]3)[CH2:32][C:28]2=[CH:27][N:26]=1)([C:19]([CH3:20])([CH3:21])[CH3:22])([CH3:18])[CH3:17].